The task is: Regression. Given two drug SMILES strings and cell line genomic features, predict the synergy score measuring deviation from expected non-interaction effect.. This data is from NCI-60 drug combinations with 297,098 pairs across 59 cell lines. (1) Drug 1: C1=CC=C(C=C1)NC(=O)CCCCCCC(=O)NO. Drug 2: CC1=C(C(=CC=C1)Cl)NC(=O)C2=CN=C(S2)NC3=CC(=NC(=N3)C)N4CCN(CC4)CCO. Cell line: NCI-H322M. Synergy scores: CSS=6.84, Synergy_ZIP=1.47, Synergy_Bliss=5.79, Synergy_Loewe=3.01, Synergy_HSA=3.02. (2) Drug 2: CC1C(C(CC(O1)OC2CC(CC3=C2C(=C4C(=C3O)C(=O)C5=CC=CC=C5C4=O)O)(C(=O)C)O)N)O. Synergy scores: CSS=40.4, Synergy_ZIP=1.32, Synergy_Bliss=0.699, Synergy_Loewe=-10.9, Synergy_HSA=1.33. Drug 1: CC(C)(C#N)C1=CC(=CC(=C1)CN2C=NC=N2)C(C)(C)C#N. Cell line: SR.